Task: Regression. Given a peptide amino acid sequence and an MHC pseudo amino acid sequence, predict their binding affinity value. This is MHC class II binding data.. Dataset: Peptide-MHC class II binding affinity with 134,281 pairs from IEDB (1) The peptide sequence is IRQAGVQYS. The MHC is DRB1_0405 with pseudo-sequence DRB1_0405. The binding affinity (normalized) is 0.311. (2) The peptide sequence is INVGFKAAVAAAASV. The MHC is HLA-DPA10201-DPB11401 with pseudo-sequence HLA-DPA10201-DPB11401. The binding affinity (normalized) is 0.738. (3) The peptide sequence is SGARSNVTFTVNQTS. The MHC is HLA-DQA10303-DQB10402 with pseudo-sequence HLA-DQA10303-DQB10402. The binding affinity (normalized) is 0.287. (4) The peptide sequence is ILVTVNPIASTNDDE. The MHC is HLA-DQA10501-DQB10302 with pseudo-sequence HLA-DQA10501-DQB10302. The binding affinity (normalized) is 0.422. (5) The peptide sequence is IQARAAALAFEQAYA. The MHC is DRB1_0901 with pseudo-sequence DRB1_0901. The binding affinity (normalized) is 0.641. (6) The peptide sequence is AFIYDGDNLFPKV. The MHC is DRB1_0401 with pseudo-sequence DRB1_0401. The binding affinity (normalized) is 0.534. (7) The peptide sequence is TQVRYSLDMLVTEMFREYNH. The MHC is HLA-DQA10301-DQB10302 with pseudo-sequence HLA-DQA10301-DQB10302. The binding affinity (normalized) is 0.153. (8) The binding affinity (normalized) is 0.512. The peptide sequence is SDLVGLRDLNKEVDS. The MHC is DRB1_0101 with pseudo-sequence DRB1_0101. (9) The peptide sequence is YDKFLANVSTGLTGK. The MHC is DRB1_0802 with pseudo-sequence DRB1_0802. The binding affinity (normalized) is 0.454.